Predict the reactants needed to synthesize the given product. From a dataset of Full USPTO retrosynthesis dataset with 1.9M reactions from patents (1976-2016). Given the product [CH2:1]([N:8]1[C:16]2[C:11](=[CH:12][CH:13]=[C:14]([O:17][CH2:40][CH2:41][CH2:42][CH3:43])[CH:15]=2)[C:10]([C:18]([NH:20][CH2:21][C:22]2[CH:27]=[CH:26][C:25]([F:28])=[C:24]([F:29])[CH:23]=2)=[O:19])=[C:9]1[CH:30]([CH3:32])[CH3:31])[C:2]1[CH:7]=[CH:6][CH:5]=[CH:4][CH:3]=1, predict the reactants needed to synthesize it. The reactants are: [CH2:1]([N:8]1[C:16]2[C:11](=[CH:12][CH:13]=[C:14]([OH:17])[CH:15]=2)[C:10]([C:18]([NH:20][CH2:21][C:22]2[CH:27]=[CH:26][C:25]([F:28])=[C:24]([F:29])[CH:23]=2)=[O:19])=[C:9]1[CH:30]([CH3:32])[CH3:31])[C:2]1[CH:7]=[CH:6][CH:5]=[CH:4][CH:3]=1.C([O-])([O-])=O.[K+].[K+].I[CH2:40][CH2:41][CH2:42][CH3:43].